Dataset: CYP1A2 inhibition data for predicting drug metabolism from PubChem BioAssay. Task: Regression/Classification. Given a drug SMILES string, predict its absorption, distribution, metabolism, or excretion properties. Task type varies by dataset: regression for continuous measurements (e.g., permeability, clearance, half-life) or binary classification for categorical outcomes (e.g., BBB penetration, CYP inhibition). Dataset: cyp1a2_veith. (1) The compound is O=C(c1ccccc1)N(Cc1ccco1)C1CCS(=O)(=O)C1. The result is 0 (non-inhibitor). (2) The result is 1 (inhibitor). The drug is CO/N=C(/CNC(=O)c1cccc(Cl)c1)c1ccc(Cl)cc1. (3) The drug is C=C(CC(=O)O)C(=O)O.C=CC(=O)O. The result is 0 (non-inhibitor). (4) The molecule is COCCn1c(=O)c(-c2ccc(F)cc2)nc2cnc(Oc3ccccc3)nc21. The result is 1 (inhibitor). (5) The molecule is Cc1ccc(-c2csc(Cc3nc(-c4cc5ccccc5oc4=O)cs3)n2)cc1. The result is 1 (inhibitor). (6) The drug is CC(=O)Nc1nc2ccccc2n1Cc1ccccc1. The result is 1 (inhibitor). (7) The compound is COC(=O)N1CCC2(CCCN(Cc3ccc(C#N)cc3)C2)CC1. The result is 0 (non-inhibitor). (8) The molecule is O=C(NC(=S)NNC(=O)c1cccs1)c1ccco1. The result is 0 (non-inhibitor).